The task is: Predict the product of the given reaction.. This data is from Forward reaction prediction with 1.9M reactions from USPTO patents (1976-2016). (1) Given the reactants Br[C:2]1[CH:3]=[C:4]([C:8]2([C:18]3[CH:23]=[CH:22][N:21]=[C:20]([Cl:24])[CH:19]=3)[C:16]3[C:11](=[CH:12][CH:13]=[CH:14][CH:15]=3)[C:10]([NH2:17])=[N:9]2)[CH:5]=[CH:6][CH:7]=1.[F:25][C:26]1[C:31](B(O)O)=[CH:30][CH:29]=[CH:28][N:27]=1, predict the reaction product. The product is: [Cl:24][C:20]1[CH:19]=[C:18]([C:8]2([C:4]3[CH:5]=[CH:6][CH:7]=[C:2]([C:31]4[C:26]([F:25])=[N:27][CH:28]=[CH:29][CH:30]=4)[CH:3]=3)[C:16]3[C:11](=[CH:12][CH:13]=[CH:14][CH:15]=3)[C:10]([NH2:17])=[N:9]2)[CH:23]=[CH:22][N:21]=1. (2) Given the reactants [N:1]1([C:7]2[N:12]=[CH:11][CH:10]=[CH:9][N:8]=2)[CH2:6][CH2:5][NH:4][CH2:3][CH2:2]1.[Br:13][C:14]1[N:15]([CH2:21][C:22](O)=[O:23])[C:16]([Br:20])=[C:17]([Br:19])[N:18]=1.CN(C(ON1N=NC2C=CC=CC1=2)=[N+](C)C)C.[B-](F)(F)(F)F.CN(C=O)C, predict the reaction product. The product is: [N:12]1[CH:11]=[CH:10][CH:9]=[N:8][C:7]=1[N:1]1[CH2:6][CH2:5][N:4]([C:22](=[O:23])[CH2:21][N:15]2[C:16]([Br:20])=[C:17]([Br:19])[N:18]=[C:14]2[Br:13])[CH2:3][CH2:2]1. (3) Given the reactants [F:1][C:2]([F:15])([F:14])[O:3][C:4]1[CH:13]=[CH:12][C:7]2[N:8]=[C:9]([NH2:11])[S:10][C:6]=2[CH:5]=1.[CH2:16]([N:20]=[C:21]=[S:22])[CH2:17][CH2:18][CH3:19], predict the reaction product. The product is: [CH2:16]([NH:20][C:21]([NH:11][C:9]1[S:10][C:6]2[CH:5]=[C:4]([O:3][C:2]([F:1])([F:14])[F:15])[CH:13]=[CH:12][C:7]=2[N:8]=1)=[S:22])[CH2:17][CH2:18][CH3:19].